Regression. Given two drug SMILES strings and cell line genomic features, predict the synergy score measuring deviation from expected non-interaction effect. From a dataset of NCI-60 drug combinations with 297,098 pairs across 59 cell lines. (1) Drug 1: C1CCC(C1)C(CC#N)N2C=C(C=N2)C3=C4C=CNC4=NC=N3. Drug 2: CC1=C(C(=O)C2=C(C1=O)N3CC4C(C3(C2COC(=O)N)OC)N4)N. Cell line: M14. Synergy scores: CSS=33.2, Synergy_ZIP=1.61, Synergy_Bliss=-3.79, Synergy_Loewe=-63.0, Synergy_HSA=-11.2. (2) Drug 1: CC=C1C(=O)NC(C(=O)OC2CC(=O)NC(C(=O)NC(CSSCCC=C2)C(=O)N1)C(C)C)C(C)C. Drug 2: C1=NNC2=C1C(=O)NC=N2. Cell line: SF-539. Synergy scores: CSS=44.5, Synergy_ZIP=-1.30, Synergy_Bliss=-3.17, Synergy_Loewe=-20.6, Synergy_HSA=-2.32. (3) Drug 1: C1=CC(=C2C(=C1NCCNCCO)C(=O)C3=C(C=CC(=C3C2=O)O)O)NCCNCCO. Drug 2: CCCCCOC(=O)NC1=NC(=O)N(C=C1F)C2C(C(C(O2)C)O)O. Cell line: A549. Synergy scores: CSS=42.9, Synergy_ZIP=2.89, Synergy_Bliss=2.28, Synergy_Loewe=-32.7, Synergy_HSA=1.71. (4) Drug 1: COC1=C2C(=CC3=C1OC=C3)C=CC(=O)O2. Drug 2: COCCOC1=C(C=C2C(=C1)C(=NC=N2)NC3=CC=CC(=C3)C#C)OCCOC.Cl. Cell line: K-562. Synergy scores: CSS=-0.0110, Synergy_ZIP=0.0386, Synergy_Bliss=-3.43, Synergy_Loewe=-10.5, Synergy_HSA=-8.50. (5) Drug 1: C1CCC(C1)C(CC#N)N2C=C(C=N2)C3=C4C=CNC4=NC=N3. Drug 2: C1CN(P(=O)(OC1)NCCCl)CCCl. Cell line: RPMI-8226. Synergy scores: CSS=-5.90, Synergy_ZIP=2.77, Synergy_Bliss=-1.80, Synergy_Loewe=-5.72, Synergy_HSA=-6.82. (6) Drug 2: C1CN(CCN1C(=O)CCBr)C(=O)CCBr. Synergy scores: CSS=11.1, Synergy_ZIP=-4.26, Synergy_Bliss=-2.17, Synergy_Loewe=-15.8, Synergy_HSA=-2.85. Drug 1: CC1CCC2CC(C(=CC=CC=CC(CC(C(=O)C(C(C(=CC(C(=O)CC(OC(=O)C3CCCCN3C(=O)C(=O)C1(O2)O)C(C)CC4CCC(C(C4)OC)O)C)C)O)OC)C)C)C)OC. Cell line: OVCAR-4.